Dataset: Catalyst prediction with 721,799 reactions and 888 catalyst types from USPTO. Task: Predict which catalyst facilitates the given reaction. (1) Reactant: [OH:1][C:2]1[C:14]2[CH:15]=[C:16]([CH3:19])[CH:17]=[CH:18][C:13]=2[C:12]2[C:11]3[CH:10]=[CH:9][C:8]([CH3:20])=[CH:7][C:6]=3[CH:5]([C:21]([OH:23])=[O:22])[C:4]=2[CH:3]=1.[CH3:24]O. Product: [OH:1][C:2]1[C:14]2[CH:15]=[C:16]([CH3:19])[CH:17]=[CH:18][C:13]=2[C:12]2[C:11]3[CH:10]=[CH:9][C:8]([CH3:20])=[CH:7][C:6]=3[CH:5]([C:21]([O:23][CH3:24])=[O:22])[C:4]=2[CH:3]=1. The catalyst class is: 82. (2) Reactant: [CH3:1][N:2]([CH3:23])[CH2:3][CH2:4][N:5]1[CH2:10][CH2:9][S:8][C:7]2[CH:11]=[C:12]([NH:15][C:16]([C:18]3[O:19][CH:20]=[CH:21][CH:22]=3)=[NH:17])[CH:13]=[CH:14][C:6]1=2.[ClH:24].CCOCC. Product: [ClH:24].[ClH:24].[CH3:1][N:2]([CH3:23])[CH2:3][CH2:4][N:5]1[CH2:10][CH2:9][S:8][C:7]2[CH:11]=[C:12]([NH:15][C:16]([C:18]3[O:19][CH:20]=[CH:21][CH:22]=3)=[NH:17])[CH:13]=[CH:14][C:6]1=2. The catalyst class is: 5. (3) Reactant: [Cl:1][CH2:2][CH2:3][O:4][C:5]1[CH:6]=[C:7]2[C:11](=[CH:12][C:13]=1[O:14][CH3:15])[NH:10][C:9]([C:16]([OH:18])=[O:17])=[CH:8]2.[NH:19]([CH3:21])[CH3:20].C([O-])([O-])=O.[Na+].[Na+]. Product: [ClH:1].[CH3:20][N:19]([CH2:2][CH2:3][O:4][C:5]1[CH:6]=[C:7]2[C:11](=[CH:12][C:13]=1[O:14][CH3:15])[NH:10][C:9]([C:16]([OH:18])=[O:17])=[CH:8]2)[CH3:21]. The catalyst class is: 6. (4) Reactant: [CH3:1][O:2][C:3]1[CH:4]=[C:5]2[C:10](=[CH:11][C:12]=1[O:13][CH3:14])[N:9]=[N:8][CH:7]=[C:6]2[C:15]1[CH:16]=[C:17]([CH3:28])[C:18]([N:21]2[CH2:26][CH2:25][C:24](=[O:27])[CH2:23][CH2:22]2)=[N:19][CH:20]=1.[Cl-].[Ce+3].[Cl-].[Cl-].[CH:33]1([Mg]Br)[CH2:35][CH2:34]1. Product: [CH:33]1([C:24]2([OH:27])[CH2:25][CH2:26][N:21]([C:18]3[C:17]([CH3:28])=[CH:16][C:15]([C:6]4[C:5]5[C:10](=[CH:11][C:12]([O:13][CH3:14])=[C:3]([O:2][CH3:1])[CH:4]=5)[N:9]=[N:8][CH:7]=4)=[CH:20][N:19]=3)[CH2:22][CH2:23]2)[CH2:35][CH2:34]1. The catalyst class is: 1. (5) Reactant: [NH2:1][C:2]([CH3:19])([CH2:10][C:11]1[CH:16]=[CH:15][C:14]([O:17][CH3:18])=[CH:13][CH:12]=1)[C:3]([O:5]C(C)(C)C)=[O:4].C1(C)C=CC=CC=1.[ClH:27]. Product: [ClH:27].[NH2:1][C:2]([CH3:19])([CH2:10][C:11]1[CH:12]=[CH:13][C:14]([O:17][CH3:18])=[CH:15][CH:16]=1)[C:3]([OH:5])=[O:4]. The catalyst class is: 41. (6) Reactant: Br[C:2]1[CH:3]=[C:4]([CH:8]=[CH:9][C:10]=1[C:11]([N:13]1[CH2:17][CH:16]=[CH:15][CH2:14]1)=[O:12])[C:5]([OH:7])=O.CN(C(ON1N=NC2C=CC=CC1=2)=[N+](C)C)C.[B-](F)(F)(F)F.C(N(C(C)C)CC)(C)C.[Br:49][C:50]1[CH:62]=[CH:61][C:53]2[NH:54][C:55]([C@@H:57]([NH2:60])[CH2:58][OH:59])=[N:56][C:52]=2[CH:51]=1.BrBr.[Cl:65]Cl. Product: [Cl:65][C:2]1[CH:3]=[C:4]([CH:8]=[CH:9][C:10]=1[C:11]([N:13]1[CH2:17][CH:16]=[CH:15][CH2:14]1)=[O:12])[C:5]([NH:60][C@H:57]([C:55]1[NH:54][C:53]2[CH:61]=[CH:62][C:50]([Br:49])=[CH:51][C:52]=2[N:56]=1)[CH2:58][OH:59])=[O:7]. The catalyst class is: 7. (7) Reactant: Cl[C:2]1[N:7]=[CH:6][C:5]2[C:8]([CH3:14])([CH3:13])[C:9](=[O:12])[N:10]([CH3:11])[C:4]=2[CH:3]=1.C(=O)([O-])[O-].[K+].[K+].CC1(C)C(C)(C)OB([C:29]2[CH:34]=[CH:33][N:32]=[N:31][CH:30]=2)O1. Product: [CH3:11][N:10]1[C:4]2[CH:3]=[C:2]([C:29]3[CH:34]=[CH:33][N:32]=[N:31][CH:30]=3)[N:7]=[CH:6][C:5]=2[C:8]([CH3:14])([CH3:13])[C:9]1=[O:12]. The catalyst class is: 38.